From a dataset of Cav3 T-type calcium channel HTS with 100,875 compounds. Binary Classification. Given a drug SMILES string, predict its activity (active/inactive) in a high-throughput screening assay against a specified biological target. (1) The molecule is O1C(OCC)C(C(C=C1C(=O)NCc1ccccc1)c1ccccc1)CCCO. The result is 0 (inactive). (2) The molecule is S(=O)(=O)(N(CC(=O)N1CCC(CC1)C(=O)N)c1cc(ccc1)C(F)(F)F)c1ccccc1. The result is 0 (inactive). (3) The molecule is Brc1oc(C(=O)Nc2cc(OC)c(NC(=O)c3c(Cl)cccc3)cc2)cc1. The result is 0 (inactive). (4) The molecule is O=C(N1C(CC(c2c1cccc2)C)(C)C)NC1CCCCC1. The result is 0 (inactive). (5) The molecule is O=C(NNC(=O)CCC(=O)Nc1c(ccc(c1)C)C)C(c1ccccc1)c1ccccc1. The result is 0 (inactive). (6) The compound is Clc1c(c(P(O)(O)=O)ccc1)C(Oc1ccccc1)=O. The result is 0 (inactive). (7) The molecule is Clc1cc(C2Cc3nc(N4CCN(CC4)c4ccccc4)ncc3C(=O)C2)ccc1. The result is 0 (inactive). (8) The compound is O=C(Nc1ccc(Oc2ccccc2)cc1)CN1CCN(CC1)C. The result is 0 (inactive).